This data is from Reaction yield outcomes from USPTO patents with 853,638 reactions. The task is: Predict the reaction yield, written as a fraction of the theoretical maximum amount of product (1.0 means a 100% yield; for example, 0.34 means a 34% yield). (1) The reactants are [Br:1][C:2]1[CH:3]=[CH:4][C:5]2[NH:6][C:7]3[C:12]([C:13]=2[CH:14]=1)=[CH:11][C:10]([Br:15])=[CH:9][CH:8]=3.C1(P(C2C=CC=CC=2)C2C=CC=CC=2)C=CC=CC=1.N([C:37]([O:39][CH2:40][CH3:41])=O)=N[C:37]([O:39][CH2:40][CH3:41])=O. The catalyst is C1COCC1. The yield is 0.200. The product is [Br:15][C:10]1[CH:9]=[CH:8][C:7]2[N:6]([CH2:41][C@H:40]3[CH2:37][O:39]3)[C:5]3[C:13]([C:12]=2[CH:11]=1)=[CH:14][C:2]([Br:1])=[CH:3][CH:4]=3. (2) The reactants are [CH3:1][C:2]1([CH3:14])[CH2:11][C:10]2[NH:9][C:8](=O)[CH:7]=[CH:6][C:5]=2[C:4](=[O:13])[CH2:3]1.P(Cl)(Cl)([Cl:17])=O. No catalyst specified. The product is [Cl:17][C:8]1[CH:7]=[CH:6][C:5]2[C:4](=[O:13])[CH2:3][C:2]([CH3:14])([CH3:1])[CH2:11][C:10]=2[N:9]=1. The yield is 0.600.